This data is from M1 muscarinic receptor antagonist screen with 61,756 compounds. The task is: Binary Classification. Given a drug SMILES string, predict its activity (active/inactive) in a high-throughput screening assay against a specified biological target. The compound is S(=O)(=O)(Nc1c(cccc1)C(F)(F)F)c1c(OC)ccc(OC)c1. The result is 0 (inactive).